This data is from CYP2C9 inhibition data for predicting drug metabolism from PubChem BioAssay. The task is: Regression/Classification. Given a drug SMILES string, predict its absorption, distribution, metabolism, or excretion properties. Task type varies by dataset: regression for continuous measurements (e.g., permeability, clearance, half-life) or binary classification for categorical outcomes (e.g., BBB penetration, CYP inhibition). Dataset: cyp2c9_veith. (1) The compound is O=C(N/N=C/c1cccc(Oc2ccc([N+](=O)[O-])cc2[N+](=O)[O-])c1)c1cncc(Br)c1. The result is 1 (inhibitor). (2) The compound is O=c1c(-c2ccccc2)nc2cnc(N3CCNCC3)nc2n1Cc1ccc(F)cc1. The result is 1 (inhibitor). (3) The molecule is S=C1NC2=C(C(c3ccc(Br)cc3)N1)N1CCC2CC1. The result is 1 (inhibitor).